Dataset: Buchwald-Hartwig C-N cross coupling reaction yields with 55,370 reactions. Task: Predict the reaction yield, written as a fraction of the theoretical maximum amount of product (1.0 means a 100% yield; for example, 0.34 means a 34% yield). (1) The reactants are Brc1cccnc1.Cc1ccc(N)cc1.O=S(=O)(O[Pd]1c2ccccc2-c2ccccc2N~1)C(F)(F)F.COc1ccc(OC)c(P([C@]23C[C@H]4C[C@H](C[C@H](C4)C2)C3)[C@]23C[C@H]4C[C@H](C[C@H](C4)C2)C3)c1-c1c(C(C)C)cc(C(C)C)cc1C(C)C.CCN=P(N=P(N(C)C)(N(C)C)N(C)C)(N(C)C)N(C)C.CCOC(=O)c1cnoc1. No catalyst specified. The product is Cc1ccc(Nc2cccnc2)cc1. The yield is 0.0242. (2) The reactants are Ic1ccccn1.Cc1ccc(N)cc1.O=S(=O)(O[Pd]1c2ccccc2-c2ccccc2N~1)C(F)(F)F.COc1ccc(OC)c(P([C@]23C[C@H]4C[C@H](C[C@H](C4)C2)C3)[C@]23C[C@H]4C[C@H](C[C@H](C4)C2)C3)c1-c1c(C(C)C)cc(C(C)C)cc1C(C)C.CN1CCCN2CCCN=C12.Fc1cccc(F)c1-c1ccno1. No catalyst specified. The product is Cc1ccc(Nc2ccccn2)cc1. The yield is 0.864.